From a dataset of Full USPTO retrosynthesis dataset with 1.9M reactions from patents (1976-2016). Predict the reactants needed to synthesize the given product. (1) Given the product [Cl:23][C:24]1[CH:29]=[CH:28][C:27]([NH:30][C:31]([NH:15][C:5]([O:4][CH2:2][CH3:3])=[CH:6][C:7](=[O:14])[C:8]2[CH:9]=[CH:10][CH:11]=[CH:12][CH:13]=2)=[O:32])=[CH:26][CH:25]=1, predict the reactants needed to synthesize it. The reactants are: Cl.[CH2:2]([O:4][C:5](=[NH:15])[CH2:6][C:7](=[O:14])[C:8]1[CH:13]=[CH:12][CH:11]=[CH:10][CH:9]=1)[CH3:3].CCN(CC)CC.[Cl:23][C:24]1[CH:29]=[CH:28][C:27]([N:30]=[C:31]=[O:32])=[CH:26][CH:25]=1.O. (2) Given the product [Cl:1][C:2]1[CH:9]=[C:8]([O:10][CH2:11][CH2:12][CH2:13][N:14]2[CH2:19][CH2:18][N:17]([CH3:20])[CH2:16][CH2:15]2)[CH:7]=[CH:6][C:3]=1[C:4]1[NH:30][C:27]2[CH:28]=[CH:29][C:24]([O:23][C:22]([F:21])([F:32])[F:33])=[CH:25][C:26]=2[N:31]=1, predict the reactants needed to synthesize it. The reactants are: [Cl:1][C:2]1[CH:9]=[C:8]([O:10][CH2:11][CH2:12][CH2:13][N:14]2[CH2:19][CH2:18][N:17]([CH3:20])[CH2:16][CH2:15]2)[CH:7]=[CH:6][C:3]=1[CH:4]=O.[F:21][C:22]([F:33])([F:32])[O:23][C:24]1[CH:25]=[C:26]([NH2:31])[C:27]([NH2:30])=[CH:28][CH:29]=1. (3) Given the product [NH2:11][C:5]1[C:6]([F:10])=[CH:7][C:8]([F:9])=[C:2]([F:1])[C:3]=1[NH2:4], predict the reactants needed to synthesize it. The reactants are: [F:1][C:2]1[C:8]([F:9])=[CH:7][C:6]([F:10])=[C:5]([N+:11]([O-])=O)[C:3]=1[NH2:4].